This data is from Catalyst prediction with 721,799 reactions and 888 catalyst types from USPTO. The task is: Predict which catalyst facilitates the given reaction. Reactant: [C:1]([NH:4][C:5]1[S:9][C:8]2[C:10]([O:15][CH2:16][CH2:17][N:18]([CH2:21][CH3:22])[CH2:19][CH3:20])=[C:11](Br)[CH:12]=[CH:13][C:7]=2[C:6]=1[C:23]([O:25][CH2:26][CH3:27])=[O:24])(=[O:3])[CH3:2].[S:28]1[CH:32]=[CH:31][C:30](B(O)O)=[CH:29]1.P([O-])([O-])([O-])=O.[K+].[K+].[K+]. Product: [C:1]([NH:4][C:5]1[S:9][C:8]2[C:10]([O:15][CH2:16][CH2:17][N:18]([CH2:21][CH3:22])[CH2:19][CH3:20])=[C:11]([C:30]3[CH:31]=[CH:32][S:28][CH:29]=3)[CH:12]=[CH:13][C:7]=2[C:6]=1[C:23]([O:25][CH2:26][CH3:27])=[O:24])(=[O:3])[CH3:2]. The catalyst class is: 47.